From a dataset of Reaction yield outcomes from USPTO patents with 853,638 reactions. Predict the reaction yield, written as a fraction of the theoretical maximum amount of product (1.0 means a 100% yield; for example, 0.34 means a 34% yield). (1) The reactants are Cl.Cl.[NH2:3][CH:4]1[CH2:7][N:6]([C:8]2[C:18]([C:19]#[N:20])=[CH:17][C:11]([C:12]([O:14][CH2:15][CH3:16])=[O:13])=[C:10]([CH3:21])[N:9]=2)[CH2:5]1.[Cl:22][C:23]1[S:27][C:26]([S:28]([NH:31][C:32](=O)[O:33]CC(Cl)(Cl)Cl)(=[O:30])=[O:29])=[CH:25][CH:24]=1.CCN(C(C)C)C(C)C.CCOC(C)=O. The catalyst is CC(N(C)C)=O.CC(O)=O. The product is [Cl:22][C:23]1[S:27][C:26]([S:28]([NH:31][C:32]([NH:3][CH:4]2[CH2:5][N:6]([C:8]3[C:18]([C:19]#[N:20])=[CH:17][C:11]([C:12]([O:14][CH2:15][CH3:16])=[O:13])=[C:10]([CH3:21])[N:9]=3)[CH2:7]2)=[O:33])(=[O:30])=[O:29])=[CH:25][CH:24]=1. The yield is 0.105. (2) The reactants are [N:1]([O-])=O.[Na+].[NH2:5][C:6]1[CH:14]=[C:13]([Br:15])[C:12]([Cl:16])=[CH:11][C:7]=1[C:8]([OH:10])=[O:9].O.[Sn](Cl)Cl. The catalyst is O.Cl. The product is [ClH:16].[Br:15][C:13]1[C:12]([Cl:16])=[CH:11][C:7]([C:8]([OH:10])=[O:9])=[C:6]([NH:5][NH2:1])[CH:14]=1. The yield is 0.960.